Dataset: Catalyst prediction with 721,799 reactions and 888 catalyst types from USPTO. Task: Predict which catalyst facilitates the given reaction. (1) Reactant: CC1C=CC(S(O[CH2:12][C:13]([F:16])([F:15])[F:14])(=O)=O)=CC=1.[Cl:17][C:18]1[CH:19]=[CH:20][C:21]([CH2:25][OH:26])=[C:22]([OH:24])[CH:23]=1.C([O-])([O-])=O.[K+].[K+]. Product: [Cl:17][C:18]1[CH:19]=[CH:20][C:21]([CH2:25][OH:26])=[C:22]([O:24][CH2:12][C:13]([F:16])([F:15])[F:14])[CH:23]=1. The catalyst class is: 3. (2) Reactant: [C:1]([O:5][C:6]([N:8]1[CH2:12][CH2:11][CH:10]([C:13]2[S:14][CH:15]=[C:16]([CH2:18]Cl)[N:17]=2)[CH2:9]1)=[O:7])([CH3:4])([CH3:3])[CH3:2].[N:20]1([C:25]2[CH:30]=[CH:29][C:28]([OH:31])=[CH:27][CH:26]=2)[CH:24]=[N:23][N:22]=[N:21]1.C([O-])([O-])=O.[Cs+].[Cs+]. Product: [C:1]([O:5][C:6]([N:8]1[CH2:12][CH2:11][CH:10]([C:13]2[S:14][CH:15]=[C:16]([CH2:18][O:31][C:28]3[CH:29]=[CH:30][C:25]([N:20]4[CH:24]=[N:23][N:22]=[N:21]4)=[CH:26][CH:27]=3)[N:17]=2)[CH2:9]1)=[O:7])([CH3:4])([CH3:3])[CH3:2]. The catalyst class is: 10. (3) Reactant: Cl[Sn]Cl.[Cl:4][C:5]1[C:6]([C:11]2[CH:12]=[C:13]([C:20]3[NH:28][C:23]4=[N:24][CH:25]=[CH:26][CH:27]=[C:22]4[N:21]=3)[CH:14]=[C:15]([N+:17]([O-])=O)[CH:16]=2)=[N:7][CH:8]=[CH:9][CH:10]=1.C([O-])(O)=O.[Na+]. Product: [Cl:4][C:5]1[C:6]([C:11]2[CH:16]=[C:15]([CH:14]=[C:13]([C:20]3[NH:28][C:23]4=[N:24][CH:25]=[CH:26][CH:27]=[C:22]4[N:21]=3)[CH:12]=2)[NH2:17])=[N:7][CH:8]=[CH:9][CH:10]=1. The catalyst class is: 14. (4) Reactant: [Cl:1][C:2]1[N:7]=[C:6]([Cl:8])[C:5]([N+:9]([O-:11])=[O:10])=[C:4](Cl)[N:3]=1.Cl.[CH:14]12[O:21][CH:18]([CH2:19][CH2:20]1)[CH2:17][NH:16][CH2:15]2.C(N(CC)CC)C. Product: [Cl:1][C:2]1[N:3]=[C:4]([N:16]2[CH2:15][CH:14]3[O:21][CH:18]([CH2:19][CH2:20]3)[CH2:17]2)[C:5]([N+:9]([O-:11])=[O:10])=[C:6]([Cl:8])[N:7]=1. The catalyst class is: 4. (5) Reactant: [C:1]([O:5][C:6](=[O:25])[CH2:7][CH2:8][N:9]([C:13]1[CH:18]=[CH:17][C:16]([O:19][C:20]([F:23])([F:22])[F:21])=[C:15]([Cl:24])[CH:14]=1)[CH2:10][CH:11]=O)([CH3:4])([CH3:3])[CH3:2].Cl.[NH2:27][CH2:28][CH2:29][CH2:30][C:31]([O:33][CH3:34])=[O:32].C(N(CC)CC)C.C(O)(=O)C.C(O[BH-](OC(=O)C)OC(=O)C)(=O)C.[Na+]. Product: [CH3:34][O:33][C:31](=[O:32])[CH2:30][CH2:29][CH2:28][NH:27][CH2:11][CH2:10][N:9]([CH2:8][CH2:7][C:6]([O:5][C:1]([CH3:2])([CH3:4])[CH3:3])=[O:25])[C:13]1[CH:18]=[CH:17][C:16]([O:19][C:20]([F:21])([F:23])[F:22])=[C:15]([Cl:24])[CH:14]=1. The catalyst class is: 4. (6) Reactant: [H-].[Na+].[C:3]([O:13][C:14]([CH3:17])([CH3:16])[CH3:15])(=[O:12])[CH2:4][C:5]([O:7][C:8]([CH3:11])([CH3:10])[CH3:9])=[O:6].[Br:18][C:19]1[CH:26]=[C:25](F)[CH:24]=[CH:23][C:20]=1[C:21]#[N:22].O. Product: [Br:18][C:19]1[CH:26]=[C:25]([CH:4]([C:5]([O:7][C:8]([CH3:9])([CH3:10])[CH3:11])=[O:6])[C:3]([O:13][C:14]([CH3:17])([CH3:16])[CH3:15])=[O:12])[CH:24]=[CH:23][C:20]=1[C:21]#[N:22]. The catalyst class is: 3. (7) Reactant: [Br:1][C:2]1[CH:3]=[CH:4][C:5]([O:15][CH2:16][C:17]2[CH:22]=[CH:21][C:20]([F:23])=[CH:19][CH:18]=2)=[C:6]([C:8](=O)[CH2:9][CH2:10][C:11](=O)[CH3:12])[CH:7]=1.[CH3:24][O:25][C:26](=[O:38])[C:27]1[CH:32]=[C:31]([NH2:33])[CH:30]=[CH:29][C:28]=1[NH:34][C:35](=[O:37])[CH3:36].CC1C=CC(S(O)(=O)=O)=CC=1. Product: [CH3:24][O:25][C:26](=[O:38])[C:27]1[C:28]([NH:34][C:35](=[O:37])[CH3:36])=[CH:29][CH:30]=[C:31]([N:33]2[C:11]([CH3:12])=[CH:10][CH:9]=[C:8]2[C:6]2[CH:7]=[C:2]([Br:1])[CH:3]=[CH:4][C:5]=2[O:15][CH2:16][C:17]2[CH:22]=[CH:21][C:20]([F:23])=[CH:19][CH:18]=2)[CH:32]=1. The catalyst class is: 296.